Dataset: Buchwald-Hartwig C-N cross coupling reaction yields with 55,370 reactions. Task: Predict the reaction yield, written as a fraction of the theoretical maximum amount of product (1.0 means a 100% yield; for example, 0.34 means a 34% yield). (1) The reactants are CCc1ccc(Br)cc1.Cc1ccc(N)cc1.O=S(=O)(O[Pd]1c2ccccc2-c2ccccc2N~1)C(F)(F)F.CC(C)c1cc(C(C)C)c(-c2ccccc2P(C2CCCCC2)C2CCCCC2)c(C(C)C)c1.CCN=P(N=P(N(C)C)(N(C)C)N(C)C)(N(C)C)N(C)C.Cc1cc(-n2cccc2)no1. No catalyst specified. The product is CCc1ccc(Nc2ccc(C)cc2)cc1. The yield is 0.669. (2) The reactants are FC(F)(F)c1ccc(I)cc1.Cc1ccc(N)cc1.O=S(=O)(O[Pd]1c2ccccc2-c2ccccc2N~1)C(F)(F)F.CC(C)c1cc(C(C)C)c(-c2ccccc2P(C2CCCCC2)C2CCCCC2)c(C(C)C)c1.CN1CCCN2CCCN=C12.CCOC(=O)c1cc(C)on1. No catalyst specified. The product is Cc1ccc(Nc2ccc(C(F)(F)F)cc2)cc1. The yield is 0.436.